Dataset: Catalyst prediction with 721,799 reactions and 888 catalyst types from USPTO. Task: Predict which catalyst facilitates the given reaction. (1) Reactant: [C:1]([C@H:6]1[C@H:15]([C:16]([O:18]CC)=[O:17])[CH2:14][C:13]2[C:8](=[CH:9][CH:10]=[CH:11][CH:12]=2)[CH2:7]1)([O:3][CH2:4][CH3:5])=[O:2].[OH-].[Na+].Cl. Product: [C:1]([C@H:6]1[C@H:15]([C:16]([OH:18])=[O:17])[CH2:14][C:13]2[C:8](=[CH:9][CH:10]=[CH:11][CH:12]=2)[CH2:7]1)([O:3][CH2:4][CH3:5])=[O:2]. The catalyst class is: 162. (2) Product: [O:43]1[CH2:48][CH2:47][CH2:46][O:45][CH:44]1[CH2:49][CH2:50][CH:36]([OH:37])[CH2:35][O:34][C@H:31]1[CH2:32][CH2:33][C@H:28]([N:18]2[C:17](=[O:42])[C:16]([CH2:15][C:12]3[CH:13]=[CH:14][C:9]([C:4]4[C:3]([C:1]#[N:2])=[CH:8][CH:7]=[CH:6][CH:5]=4)=[CH:10][CH:11]=3)=[C:21]([CH2:22][CH2:23][CH3:24])[N:20]3[N:25]=[CH:26][N:27]=[C:19]23)[CH2:29][CH2:30]1. The catalyst class is: 7. Reactant: [C:1]([C:3]1[CH:8]=[CH:7][CH:6]=[CH:5][C:4]=1[C:9]1[CH:14]=[CH:13][C:12]([CH2:15][C:16]2[C:17](=[O:42])[N:18]([C@H:28]3[CH2:33][CH2:32][C@H:31]([O:34][CH2:35][C:36](N(OC)C)=[O:37])[CH2:30][CH2:29]3)[C:19]3[N:20]([N:25]=[CH:26][N:27]=3)[C:21]=2[CH2:22][CH2:23][CH3:24])=[CH:11][CH:10]=1)#[N:2].[O:43]1[CH2:48][CH2:47][CH2:46][O:45][CH:44]1[CH2:49][CH2:50][Mg]Br.Cl. (3) The catalyst class is: 2. Product: [CH:1]12[CH2:7][CH:4]([CH2:5][CH2:6]1)[CH2:3][CH:2]2[NH:8][C:9]1[S:10][C:11]2([CH2:22][CH2:23][N:34]([CH:29]3[CH2:33][CH2:32][CH2:31][CH2:30]3)[CH2:16][CH2:15]2)[C:12](=[O:14])[N:13]=1. Reactant: [CH:1]12[CH2:7][CH:4]([CH2:5][CH2:6]1)[CH2:3][CH:2]2[NH:8][C:9]1[S:10][C:11]([CH2:22][CH2:23]OS(C)(=O)=O)([CH2:15][CH2:16]OS(C)(=O)=O)[C:12](=[O:14])[N:13]=1.[CH:29]1([NH2:34])[CH2:33][CH2:32][CH2:31][CH2:30]1.CO. (4) Reactant: [Br:1][C:2]1[CH:19]=[CH:18][CH:17]=[CH:16][C:3]=1[C:4]([NH:6][C:7]1[CH:12]=[CH:11][CH:10]=[C:9]([N+:13]([O-])=O)[CH:8]=1)=[O:5].C1COCC1.S(S([O-])=O)([O-])=O.[Na+].[Na+]. Product: [NH2:13][C:9]1[CH:8]=[C:7]([NH:6][C:4](=[O:5])[C:3]2[CH:16]=[CH:17][CH:18]=[CH:19][C:2]=2[Br:1])[CH:12]=[CH:11][CH:10]=1. The catalyst class is: 6. (5) Reactant: Cl[S:2]([C:5]1[CH:6]=[C:7]([CH:11]=[CH:12][C:13]=1[F:14])[C:8]([OH:10])=[O:9])(=[O:4])=[O:3].C([O-])(O)=O.[Na+].[F:20][C:21]([F:25])([F:24])[CH2:22][NH2:23].[ClH:26]. Product: [Cl:26][C:11]1[CH:12]=[C:13]([F:14])[C:5]([S:2]([NH:23][CH2:22][C:21]([F:25])([F:24])[F:20])(=[O:4])=[O:3])=[CH:6][C:7]=1[C:8]([OH:10])=[O:9]. The catalyst class is: 6. (6) Reactant: [NH:1]1[CH2:5][CH2:4][CH2:3][CH2:2]1.[F:6][C:7]([F:21])([F:20])[C:8]1[N:12]2[CH2:13][CH2:14][NH:15][CH2:16][C:11]2=[C:10]([C:17]([O-])=[O:18])[N:9]=1. Product: [N:1]1([C:17]([C:10]2[N:9]=[C:8]([C:7]([F:20])([F:6])[F:21])[N:12]3[CH2:13][CH2:14][NH:15][CH2:16][C:11]=23)=[O:18])[CH2:5][CH2:4][CH2:3][CH2:2]1. The catalyst class is: 6.